Dataset: Full USPTO retrosynthesis dataset with 1.9M reactions from patents (1976-2016). Task: Predict the reactants needed to synthesize the given product. (1) Given the product [C:12]12([CH2:22][NH:23][C:9]([C:3]3[C:2]([Cl:1])=[CH:7][CH:6]=[C:5]([Cl:8])[N:4]=3)=[O:11])[CH2:19][CH:18]3[CH2:17][CH:16]([CH2:15][CH:14]([CH2:20]3)[CH2:13]1)[CH2:21]2, predict the reactants needed to synthesize it. The reactants are: [Cl:1][C:2]1[C:3]([C:9]([OH:11])=O)=[N:4][C:5]([Cl:8])=[CH:6][CH:7]=1.[C:12]12([CH2:22][NH2:23])[CH2:21][CH:16]3[CH2:17][CH:18]([CH2:20][CH:14]([CH2:15]3)[CH2:13]1)[CH2:19]2. (2) The reactants are: Br[C:2]1[CH:11]=[CH:10][C:9]2[N:8]=[C:7]([NH2:12])[C:6]3[N:13]=[C:14]([CH2:20][O:21][CH2:22][CH3:23])[N:15]([CH2:16][CH2:17][CH2:18][CH3:19])[C:5]=3[C:4]=2[CH:3]=1.[C:24]1(B(O)O)[CH:29]=[CH:28][CH:27]=[CH:26][CH:25]=1. Given the product [CH2:16]([N:15]1[C:5]2[C:4]3[CH:3]=[C:2]([C:24]4[CH:29]=[CH:28][CH:27]=[CH:26][CH:25]=4)[CH:11]=[CH:10][C:9]=3[N:8]=[C:7]([NH2:12])[C:6]=2[N:13]=[C:14]1[CH2:20][O:21][CH2:22][CH3:23])[CH2:17][CH2:18][CH3:19], predict the reactants needed to synthesize it. (3) Given the product [Cl:1][C:2]1[CH:3]=[C:4]2[C:5]([C:20]([OH:22])=[C:26]([C:27]3[CH:32]=[CH:31][CH:30]=[C:29]([Cl:33])[CH:28]=3)[C:25](=[O:34])[NH:24]2)=[CH:6][C:7]=1[C:8]1[CH:13]=[CH:12][C:11]([N:14]2[CH2:15][CH2:16][CH2:17][CH2:18][CH2:19]2)=[CH:10][CH:9]=1, predict the reactants needed to synthesize it. The reactants are: [Cl:1][C:2]1[C:7]([C:8]2[CH:13]=[CH:12][C:11]([N:14]3[CH2:19][CH2:18][CH2:17][CH2:16][CH2:15]3)=[CH:10][CH:9]=2)=[CH:6][C:5]([C:20]([O:22]C)=O)=[C:4]([NH:24][C:25](=[O:34])[CH2:26][C:27]2[CH:32]=[CH:31][CH:30]=[C:29]([Cl:33])[CH:28]=2)[CH:3]=1.C[Si]([N-][Si](C)(C)C)(C)C.[K+]. (4) The reactants are: [CH:1]([N:14]1[CH2:18][C@@H:17]([C:19]2[CH:24]=[CH:23][CH:22]=[CH:21][C:20]=2Br)[C@H:16]([C:26]2[CH:31]=[C:30]([Cl:32])[CH:29]=[CH:28][C:27]=2[OH:33])[CH2:15]1)([C:8]1[CH:13]=[CH:12][CH:11]=[CH:10][CH:9]=1)[C:2]1[CH:7]=[CH:6][CH:5]=[CH:4][CH:3]=1.C(=O)([O-])[O-].[Cs+].[Cs+].CN(C)CC(O)=O. Given the product [Cl:32][C:30]1[CH:29]=[CH:28][C:27]2[O:33][C:24]3[CH:23]=[CH:22][CH:21]=[CH:20][C:19]=3[C@H:17]3[CH2:18][N:14]([CH:1]([C:8]4[CH:13]=[CH:12][CH:11]=[CH:10][CH:9]=4)[C:2]4[CH:7]=[CH:6][CH:5]=[CH:4][CH:3]=4)[CH2:15][C@@H:16]3[C:26]=2[CH:31]=1, predict the reactants needed to synthesize it. (5) Given the product [C:35]([O:39][C:40]([N:42]1[C@H:46]([CH2:47][O:27][C:24]2[CH:25]=[CH:26][C:21]([C:3]([CH2:4][CH3:5])([C:6]3[CH:11]=[CH:10][C:9]([CH2:12][CH2:13][CH:14]([OH:19])[C:15]([CH3:17])([CH3:18])[CH3:16])=[C:8]([CH3:20])[CH:7]=3)[CH2:1][CH3:2])=[CH:22][C:23]=2[CH3:28])[CH2:45][O:44][C:43]1([CH3:59])[CH3:60])=[O:41])([CH3:38])([CH3:36])[CH3:37], predict the reactants needed to synthesize it. The reactants are: [CH2:1]([C:3]([C:21]1[CH:26]=[CH:25][C:24]([OH:27])=[C:23]([CH3:28])[CH:22]=1)([C:6]1[CH:11]=[CH:10][C:9]([CH2:12][CH2:13][CH:14]([OH:19])[C:15]([CH3:18])([CH3:17])[CH3:16])=[C:8]([CH3:20])[CH:7]=1)[CH2:4][CH3:5])[CH3:2].C([O-])([O-])=O.[Cs+].[Cs+].[C:35]([O:39][C:40]([N:42]1[C@H:46]([CH2:47]OS(C2C=CC(C)=CC=2)(=O)=O)[CH2:45][O:44][C:43]1([CH3:60])[CH3:59])=[O:41])([CH3:38])([CH3:37])[CH3:36].[NH4+].[Cl-]. (6) Given the product [Br:1][C:2]1[CH:3]=[CH:4][C:5]([F:15])=[C:6]([C@:8]2([CH3:14])[CH2:12][O:11][C:10](=[O:13])[NH:9]2)[CH:7]=1, predict the reactants needed to synthesize it. The reactants are: [Br:1][C:2]1[CH:3]=[CH:4][C:5]([F:15])=[C:6]([C:8]2([CH3:14])[CH2:12][O:11][C:10](=[O:13])[NH:9]2)[CH:7]=1. (7) Given the product [C:1]([O:5][C:6]([N:8]1[CH2:15][CH2:14][C@:13]2([CH3:18])[C@H:16]([CH3:17])[C@H:9]1[CH2:10][C:11]1[CH:22]=[CH:21][C:20]([B:23]([OH:27])[OH:24])=[CH:19][C:12]=12)=[O:7])([CH3:2])([CH3:3])[CH3:4], predict the reactants needed to synthesize it. The reactants are: [C:1]([O:5][C:6]([N:8]1[CH2:15][CH2:14][C@:13]2([CH3:18])[C@H:16]([CH3:17])[C@H:9]1[CH2:10][C:11]1[CH:22]=[CH:21][C:20]([B:23]3[O:27]C(C)(C)C(C)(C)[O:24]3)=[CH:19][C:12]=12)=[O:7])([CH3:4])([CH3:3])[CH3:2]. (8) Given the product [C:20]1([CH3:27])[CH:21]=[C:22]([CH3:26])[CH:23]=[C:24]([CH3:25])[C:19]=1[NH:18][C:16]1[N:15]([CH3:28])[C:14]2[C:9]([NH:8][CH2:1][CH2:2][CH3:3])=[CH:10][CH:11]=[CH:12][C:13]=2[N:17]=1, predict the reactants needed to synthesize it. The reactants are: [CH2:1]([N:8](CCC)[C:9]1[C:14]2[N:15]([CH3:28])[C:16]([NH:18][C:19]3[C:24]([CH3:25])=[CH:23][C:22]([CH3:26])=[CH:21][C:20]=3[CH3:27])=[N:17][C:13]=2[CH:12]=[CH:11][CH:10]=1)[C:2]1C=CC=C[CH:3]=1. (9) The reactants are: [H-].[Na+].Cl[CH2:4][C:5]([NH:7][C:8]1[CH:13]=[C:12]([OH:14])[CH:11]=[CH:10][C:9]=1[OH:15])=[O:6].Cl. Given the product [OH:14][C:12]1[CH:11]=[CH:10][C:9]2[O:15][CH2:4][C:5](=[O:6])[NH:7][C:8]=2[CH:13]=1, predict the reactants needed to synthesize it.